Dataset: Full USPTO retrosynthesis dataset with 1.9M reactions from patents (1976-2016). Task: Predict the reactants needed to synthesize the given product. (1) Given the product [CH2:1]([O:3][C:4]1[CH:9]=[CH:8][N:7]=[C:6]([OH:13])[CH:5]=1)[CH3:2], predict the reactants needed to synthesize it. The reactants are: [CH2:1]([O:3][C:4]1[CH:9]=[CH:8][N+:7]([O-])=[CH:6][CH:5]=1)[CH3:2].C(OC(=O)C)(=[O:13])C. (2) Given the product [CH3:1][CH:2]([OH:22])[C@@H:3]1[C@:20]2([CH3:21])[C@H:6]([C@H:7]3[C@H:17]([CH2:18][CH2:19]2)[C@:15]2([CH3:16])[C@H:10]([CH2:11][CH:12]=[CH:13][CH2:14]2)[CH2:9][CH2:8]3)[CH2:5][CH2:4]1, predict the reactants needed to synthesize it. The reactants are: [CH3:1][C:2](=[O:22])[C@@H:3]1[C@:20]2([CH3:21])[C@H:6]([C@H:7]3[C@H:17]([CH2:18][CH2:19]2)[C@:15]2([CH3:16])[C@H:10]([CH2:11][CH:12]=[CH:13][CH2:14]2)[CH2:9][CH2:8]3)[CH2:5][CH2:4]1.CC(C[AlH]CC(C)C)C. (3) Given the product [Cl:1][CH2:2][CH2:3][CH2:4][C@@H:5]1[CH2:6][C@@H:7]([CH2:11][OH:10])[NH:8][C:18]1=[O:19], predict the reactants needed to synthesize it. The reactants are: [Cl:1][CH2:2][CH2:3][CH2:4][C@H:5]1[C:18](=[O:19])[N:8]2[C@@H](C3C=CC=CC=3)[O:10][CH2:11][C@@H:7]2[CH2:6]1.C(O)=O.O.